Dataset: NCI-60 drug combinations with 297,098 pairs across 59 cell lines. Task: Regression. Given two drug SMILES strings and cell line genomic features, predict the synergy score measuring deviation from expected non-interaction effect. (1) Drug 1: CCCCC(=O)OCC(=O)C1(CC(C2=C(C1)C(=C3C(=C2O)C(=O)C4=C(C3=O)C=CC=C4OC)O)OC5CC(C(C(O5)C)O)NC(=O)C(F)(F)F)O. Drug 2: C1CNP(=O)(OC1)N(CCCl)CCCl. Cell line: NCIH23. Synergy scores: CSS=54.1, Synergy_ZIP=5.24, Synergy_Bliss=3.64, Synergy_Loewe=-26.9, Synergy_HSA=3.52. (2) Drug 1: CS(=O)(=O)C1=CC(=C(C=C1)C(=O)NC2=CC(=C(C=C2)Cl)C3=CC=CC=N3)Cl. Drug 2: CCCCCOC(=O)NC1=NC(=O)N(C=C1F)C2C(C(C(O2)C)O)O. Cell line: RPMI-8226. Synergy scores: CSS=-5.55, Synergy_ZIP=2.73, Synergy_Bliss=1.95, Synergy_Loewe=-5.17, Synergy_HSA=-5.04.